From a dataset of Reaction yield outcomes from USPTO patents with 853,638 reactions. Predict the reaction yield, written as a fraction of the theoretical maximum amount of product (1.0 means a 100% yield; for example, 0.34 means a 34% yield). The reactants are [C:1]([O:5][C:6]([NH:8][C@H:9]1[CH2:14][CH2:13][C@@H:12](Cl)[CH:11]=[CH:10]1)=[O:7])([CH3:4])([CH3:3])[CH3:2].[N-:16]=[N+:17]=[N-:18].[Na+]. The catalyst is CN(C=O)C.[Cl-].[Na+].O.C(OCC)(=O)C.O. The product is [N:16]([C@H:12]1[CH2:13][CH2:14][C@H:9]([NH:8][C:6]([O:5][C:1]([CH3:4])([CH3:3])[CH3:2])=[O:7])[CH:10]=[CH:11]1)=[N+:17]=[N-:18]. The yield is 0.600.